Dataset: hERG Central: cardiac toxicity at 1µM, 10µM, and general inhibition. Task: Predict hERG channel inhibition at various concentrations. (1) The molecule is CCOc1ccc(CN2CCC(Cc3ccccc3)CC2)cc1. Results: hERG_inhib (hERG inhibition (general)): blocker. (2) The compound is COc1ccc(C2c3ccc(O)cc3Oc3ncn(CC(C)C)c(=N)c32)cc1. Results: hERG_inhib (hERG inhibition (general)): blocker.